From a dataset of Catalyst prediction with 721,799 reactions and 888 catalyst types from USPTO. Predict which catalyst facilitates the given reaction. (1) Reactant: [NH2:1][C:2]1[C:10]([CH3:11])=[CH:9][C:8]([Br:12])=[CH:7][C:3]=1[C:4]([OH:6])=[O:5].[C:13]([O-])([O-])=O.[Cs+].[Cs+].IC. Product: [NH2:1][C:2]1[C:10]([CH3:11])=[CH:9][C:8]([Br:12])=[CH:7][C:3]=1[C:4]([O:6][CH3:13])=[O:5]. The catalyst class is: 18. (2) Reactant: [CH2:1]([OH:6])/[CH:2]=[CH:3]\[CH2:4]O. Product: [OH:6][CH2:1][CH:2]=[CH:3][CH2:4][CH2:1][CH2:2][CH2:3][CH2:4][CH2:4][CH2:3][CH2:2][CH:1]=[O:6]. The catalyst class is: 7. (3) Reactant: [C:1]([O:5][C:6]([NH:8][CH2:9][C@H:10]1[CH2:15][CH2:14][C@H:13]([C:16]([NH:18][C@H:19]([C:37](=[O:50])[NH:38][C:39]2[CH:44]=[CH:43][C:42]([C:45]3[NH:49][N:48]=[N:47][N:46]=3)=[CH:41][CH:40]=2)[CH2:20][C:21]2[CH:22]=[CH:23][C:24]([CH3:36])=[C:25]([C:27]3[CH:32]=[CH:31][CH:30]=[C:29]([C:33](O)=[O:34])[CH:28]=3)[CH:26]=2)=[O:17])[CH2:12][CH2:11]1)=[O:7])([CH3:4])([CH3:3])[CH3:2].[NH2:51][CH:52]1[CH:57]2[CH:53]1[CH2:54][N:55]([C:58]([O:60][C:61]([CH3:64])([CH3:63])[CH3:62])=[O:59])[CH2:56]2.F[P-](F)(F)(F)(F)F.CN(C(ON1C2=NC=CC=C2N=N1)=[N+](C)C)C.C(N(CC)C(C)C)(C)C. Product: [C:1]([O:5][C:6]([NH:8][CH2:9][C@H:10]1[CH2:15][CH2:14][C@H:13]([C:16]([NH:18][C@H:19]([C:37](=[O:50])[NH:38][C:39]2[CH:44]=[CH:43][C:42]([C:45]3[NH:49][N:48]=[N:47][N:46]=3)=[CH:41][CH:40]=2)[CH2:20][C:21]2[CH:22]=[CH:23][C:24]([CH3:36])=[C:25]([C:27]3[CH:32]=[CH:31][CH:30]=[C:29]([C:33]([NH:51][CH:52]4[CH:57]5[CH:53]4[CH2:54][N:55]([C:58]([O:60][C:61]([CH3:64])([CH3:63])[CH3:62])=[O:59])[CH2:56]5)=[O:34])[CH:28]=3)[CH:26]=2)=[O:17])[CH2:12][CH2:11]1)=[O:7])([CH3:4])([CH3:2])[CH3:3]. The catalyst class is: 7. (4) Reactant: C(N(S(F)(F)[F:7])CC)C.[CH2:10]([O:17][C:18]1[C:27]2[C:22](=[CH:23][CH:24]=[CH:25][CH:26]=2)[CH:21]=[C:20]([CH2:28][O:29][CH:30]2[CH:35]([C:36]3[CH:41]=[CH:40][CH:39]=[C:38]([CH2:42]O)[CH:37]=3)[CH2:34][CH2:33][N:32]([C:44]([O:46][C:47]([CH3:50])([CH3:49])[CH3:48])=[O:45])[CH2:31]2)[CH:19]=1)[C:11]1[CH:16]=[CH:15][CH:14]=[CH:13][CH:12]=1. Product: [CH2:10]([O:17][C:18]1[C:27]2[C:22](=[CH:23][CH:24]=[CH:25][CH:26]=2)[CH:21]=[C:20]([CH2:28][O:29][CH:30]2[CH:35]([C:36]3[CH:41]=[CH:40][CH:39]=[C:38]([CH2:42][F:7])[CH:37]=3)[CH2:34][CH2:33][N:32]([C:44]([O:46][C:47]([CH3:50])([CH3:49])[CH3:48])=[O:45])[CH2:31]2)[CH:19]=1)[C:11]1[CH:16]=[CH:15][CH:14]=[CH:13][CH:12]=1. The catalyst class is: 2. (5) Reactant: Cl.[NH2:2][CH:3]1[CH2:8][CH2:7][CH:6]([N:9]2[C:21]3[C:20]4[N:19]=[C:18]([S:22][CH3:23])[N:17]=[CH:16][C:15]=4[CH:14]=[CH:13][C:12]=3[C:11]([C:24]([NH2:26])=[O:25])=[N:10]2)[CH2:5][CH2:4]1.[C:27]([O:31][C:32]([NH:34][CH2:35][C:36](O)=[O:37])=[O:33])([CH3:30])([CH3:29])[CH3:28].CCN(C(C)C)C(C)C.CN(C(ON1N=NC2C=CC=CC1=2)=[N+](C)C)C.[B-](F)(F)(F)F.C([O-])(O)=O.[Na+]. Product: [C:27]([O:31][C:32](=[O:33])[NH:34][CH2:35][C:36]([NH:2][CH:3]1[CH2:8][CH2:7][CH:6]([N:9]2[C:21]3[C:20]4[N:19]=[C:18]([S:22][CH3:23])[N:17]=[CH:16][C:15]=4[CH:14]=[CH:13][C:12]=3[C:11]([C:24](=[O:25])[NH2:26])=[N:10]2)[CH2:5][CH2:4]1)=[O:37])([CH3:30])([CH3:28])[CH3:29]. The catalyst class is: 566. (6) Reactant: CCN=C=NCCCN(C)C.C1C=CC2N(O)N=NC=2C=1.[Cl:22][C:23]1[CH:24]=[C:25]([CH:29]=[CH:30][C:31]=1[O:32][CH:33]([CH3:35])[CH3:34])[C:26]([OH:28])=O.O[NH:37][C:38](=[NH:53])[C:39]1[CH:40]=[C:41]2[C:45](=[CH:46][CH:47]=1)[NH:44][C:43]([C:48]([O:50][CH2:51][CH3:52])=[O:49])=[CH:42]2. Product: [Cl:22][C:23]1[CH:24]=[C:25]([C:26]2[O:28][N:53]=[C:38]([C:39]3[CH:40]=[C:41]4[C:45](=[CH:46][CH:47]=3)[NH:44][C:43]([C:48]([O:50][CH2:51][CH3:52])=[O:49])=[CH:42]4)[N:37]=2)[CH:29]=[CH:30][C:31]=1[O:32][CH:33]([CH3:35])[CH3:34]. The catalyst class is: 3. (7) Reactant: Br[C:2]1[CH:3]=[C:4]2[C:9](=[CH:10][CH:11]=1)[CH:8]=[N:7][CH:6]=[C:5]2[Cl:12].[NH:13]1[CH2:18][CH2:17][CH2:16][CH2:15][C:14]1=[O:19].C1(P(C2CCCCC2)C2C=CC=CC=2C2C(C(C)C)=CC(C(C)C)=CC=2C(C)C)CCCCC1.P([O-])([O-])([O-])=O.[K+].[K+].[K+]. Product: [Cl:12][C:5]1[C:4]2[C:9](=[CH:10][CH:11]=[C:2]([N:13]3[CH2:18][CH2:17][CH2:16][CH2:15][C:14]3=[O:19])[CH:3]=2)[CH:8]=[N:7][CH:6]=1. The catalyst class is: 11.